This data is from Peptide-MHC class I binding affinity with 185,985 pairs from IEDB/IMGT. The task is: Regression. Given a peptide amino acid sequence and an MHC pseudo amino acid sequence, predict their binding affinity value. This is MHC class I binding data. (1) The peptide sequence is SQISNTEMY. The MHC is HLA-A29:02 with pseudo-sequence HLA-A29:02. The binding affinity (normalized) is 0.213. (2) The peptide sequence is LFLDKLWLW. The MHC is HLA-A23:01 with pseudo-sequence HLA-A23:01. The binding affinity (normalized) is 1.00. (3) The peptide sequence is RVVEPIKQI. The binding affinity (normalized) is 0.0847. The MHC is HLA-A02:03 with pseudo-sequence HLA-A02:03. (4) The peptide sequence is FYRFPGPEPEP. The MHC is H-2-Kd with pseudo-sequence H-2-Kd. The binding affinity (normalized) is 0.224. (5) The peptide sequence is KPTFKHASV. The MHC is HLA-B57:01 with pseudo-sequence HLA-B57:01. The binding affinity (normalized) is 0.0847. (6) The peptide sequence is LLQLTVWGI. The MHC is HLA-A02:02 with pseudo-sequence HLA-A02:02. The binding affinity (normalized) is 0.504. (7) The binding affinity (normalized) is 0. The peptide sequence is VWLGFIAGL. The MHC is HLA-A01:01 with pseudo-sequence HLA-A01:01.